This data is from Full USPTO retrosynthesis dataset with 1.9M reactions from patents (1976-2016). The task is: Predict the reactants needed to synthesize the given product. (1) Given the product [CH2:16]([N:18]([CH2:22][CH3:23])[C:19]([NH:14][CH2:13][CH:12]([C:9]1[CH:10]=[CH:11][C:6]([C:3]2[CH:4]=[CH:5][S:1][CH:2]=2)=[CH:7][CH:8]=1)[CH3:15])=[O:20])[CH3:17], predict the reactants needed to synthesize it. The reactants are: [S:1]1[CH:5]=[CH:4][C:3]([C:6]2[CH:11]=[CH:10][C:9]([CH:12]([CH3:15])[CH2:13][NH2:14])=[CH:8][CH:7]=2)=[CH:2]1.[CH2:16]([N:18]([CH2:22][CH3:23])[C:19](Cl)=[O:20])[CH3:17]. (2) Given the product [N:16]1([C:12]2[CH:11]=[C:10]([CH:15]=[CH:14][N:13]=2)[C:9]([NH2:8])=[O:21])[CH2:20][CH2:19][CH2:18][CH2:17]1, predict the reactants needed to synthesize it. The reactants are: CC1C=CC([NH:8][C:9](=[O:21])[C:10]2[CH:15]=[CH:14][N:13]=[C:12]([N:16]3[CH2:20][CH2:19][CH2:18][CH2:17]3)[CH:11]=2)=CC=1C1C=CC(C(O)=O)=CC=1.CN(C(ON1N=NC2C=CC=NC1=2)=[N+](C)C)C.F[P-](F)(F)(F)(F)F.C1C=CC2N(O)N=NC=2C=1.CCN(C(C)C)C(C)C.C1(N)CC1.